Dataset: Forward reaction prediction with 1.9M reactions from USPTO patents (1976-2016). Task: Predict the product of the given reaction. (1) Given the reactants [NH2:1][C:2]([C@@H:4]1[C@H:8]([C:9]2[S:10][CH:11]=[CH:12][N:13]=2)[N:7]([C:14](=[O:25])[C:15]2[CH:20]=[CH:19][C:18]([C:21]([CH3:24])([CH3:23])[CH3:22])=[CH:17][CH:16]=2)[C@:6]([CH2:33][CH:34]([CH3:36])[CH3:35])([C:26]([O:28]C(C)(C)C)=[O:27])[CH2:5]1)=[O:3].CO[CH:39]([N:42](C)C)OC.Cl.NO.[OH-].[Na+], predict the reaction product. The product is: [C:21]([C:18]1[CH:17]=[CH:16][C:15]([C:14]([N:7]2[C@@H:8]([C:9]3[S:10][CH:11]=[CH:12][N:13]=3)[C@@H:4]([C:2]3[O:3][N:42]=[CH:39][N:1]=3)[CH2:5][C@@:6]2([CH2:33][CH:34]([CH3:36])[CH3:35])[C:26]([OH:28])=[O:27])=[O:25])=[CH:20][CH:19]=1)([CH3:22])([CH3:23])[CH3:24]. (2) The product is: [CH3:59][C:56]1[CH:57]=[CH:58][C:53]([NH:52][C:51](=[O:61])[O:50][C:46]([CH3:47])([CH3:49])[CH3:48])=[CH:54][C:55]=1[NH:60][C:10]([C:8]1[S:7][C:3]2=[N:4][CH:5]=[CH:6][N:1]=[C:2]2[CH:9]=1)=[O:12]. Given the reactants [N:1]1[CH:6]=[CH:5][N:4]=[C:3]2[S:7][C:8]([C:10]([OH:12])=O)=[CH:9][C:2]=12.CN(C(ON1N=NC2C=CC=NC1=2)=[N+](C)C)C.F[P-](F)(F)(F)(F)F.CCN(C(C)C)C(C)C.[C:46]([O:50][C:51](=[O:61])[NH:52][C:53]1[CH:58]=[CH:57][C:56]([CH3:59])=[C:55]([NH2:60])[CH:54]=1)([CH3:49])([CH3:48])[CH3:47].C(O)(=O)CC(CC(O)=O)(C(O)=O)O, predict the reaction product. (3) Given the reactants [Cl:1][C:2]1[C:3]([CH3:27])=[C:4]([NH:10][C@H:11]([C@@H:24]([OH:26])[CH3:25])[C:12]([NH:14][NH:15][C:16](=[O:23])[C:17]2[CH:22]=[CH:21][CH:20]=[CH:19][CH:18]=2)=O)[CH:5]=[CH:6][C:7]=1[C:8]#[N:9].CCN(P1(N(C)CCCN1C)=NC(C)(C)C)CC.C1(C)C=CC(S(Cl)(=O)=O)=CC=1, predict the reaction product. The product is: [Cl:1][C:2]1[C:3]([CH3:27])=[C:4]([NH:10][C@@H:11]([C:12]2[O:23][C:16]([C:17]3[CH:22]=[CH:21][CH:20]=[CH:19][CH:18]=3)=[N:15][N:14]=2)[C@@H:24]([OH:26])[CH3:25])[CH:5]=[CH:6][C:7]=1[C:8]#[N:9]. (4) Given the reactants [CH2:1]([OH:7])[CH2:2][CH2:3]/[CH:4]=[CH:5]\[CH3:6].[H-].[Na+].Cl[S:11]([N:14]=C=O)(=[O:13])=[O:12].C(O)=O, predict the reaction product. The product is: [S:11](=[O:13])(=[O:12])([O:7][CH2:1][CH2:2][CH2:3]/[CH:4]=[CH:5]\[CH3:6])[NH2:14]. (5) Given the reactants [S:1]1[CH:5]=[CH:4][N:3]=[C:2]1[NH:6][C@@H:7]1[CH2:12][CH2:11][C@H:10]([C:13]([OH:15])=O)[CH2:9][CH2:8]1.[NH3:16].C1COCC1, predict the reaction product. The product is: [S:1]1[CH:5]=[CH:4][N:3]=[C:2]1[NH:6][C@@H:7]1[CH2:12][CH2:11][C@H:10]([C:13]([NH2:16])=[O:15])[CH2:9][CH2:8]1. (6) Given the reactants C(OC([C:6]1[C:7]([C:19]2[N:20](C(OC(C)(C)C)=O)[C:21]3[C:26]([CH:27]=2)=[CH:25][CH:24]=[CH:23][CH:22]=3)=[N:8][N:9](COCC[Si](C)(C)C)[CH:10]=1)=O)C.[C:35](C1C(I)=NN(C(OCC)=O)C=1)#[N:36], predict the reaction product. The product is: [NH:20]1[C:21]2[C:26](=[CH:25][CH:24]=[CH:23][CH:22]=2)[CH:27]=[C:19]1[C:7]1([C:35]#[N:36])[CH:6]=[CH:10][NH:9][NH:8]1. (7) Given the reactants Cl[C:2]1[CH:7]=[C:6]([Cl:8])[N:5]=[CH:4][N:3]=1.[NH2:9][C:10]1[CH:15]=[N:14][C:13]([C:16]#[N:17])=[CH:12][N:11]=1.C[Si]([N-][Si](C)(C)C)(C)C.[Li+], predict the reaction product. The product is: [Cl:8][C:6]1[N:5]=[CH:4][N:3]=[C:2]([NH:9][C:10]2[N:11]=[CH:12][C:13]([C:16]#[N:17])=[N:14][CH:15]=2)[CH:7]=1. (8) The product is: [CH2:1]([O:3][C:4]([C:5]1[CH2:12][CH:11]([CH2:10][Br:13])[O:7][N:6]=1)=[O:9])[CH3:2]. Given the reactants [CH2:1]([O:3][C:4](=[O:9])[C:5](Cl)=[N:6][OH:7])[CH3:2].[CH2:10]([Br:13])[CH:11]=[CH2:12], predict the reaction product. (9) Given the reactants ClC1C=C([C:9]2[N:13]3[C:14]4[N:22]=[C:21]([O:23][CH3:24])[CH:20]=[CH:19][C:15]=4[N:16]=[C:17]([CH3:18])[C:12]3=[C:11]([CH3:25])[N:10]=2)C=C(Cl)C=1.CCN(CC)CC.[Cl:33][C:34]1[CH:39]=[CH:38][CH:37]=[CH:36][C:35]=1[C:40]#[CH:41], predict the reaction product. The product is: [Cl:33][C:34]1[CH:39]=[CH:38][CH:37]=[CH:36][C:35]=1[C:40]#[C:41][C:9]1[N:13]2[C:14]3[N:22]=[C:21]([O:23][CH3:24])[CH:20]=[CH:19][C:15]=3[N:16]=[C:17]([CH3:18])[C:12]2=[C:11]([CH3:25])[N:10]=1.